This data is from Peptide-MHC class I binding affinity with 185,985 pairs from IEDB/IMGT. The task is: Regression. Given a peptide amino acid sequence and an MHC pseudo amino acid sequence, predict their binding affinity value. This is MHC class I binding data. (1) The peptide sequence is YQEPPAHGL. The MHC is HLA-B40:01 with pseudo-sequence HLA-B40:01. The binding affinity (normalized) is 0.588. (2) The MHC is HLA-A03:01 with pseudo-sequence HLA-A03:01. The binding affinity (normalized) is 0. The peptide sequence is RFPLTFGW. (3) The binding affinity (normalized) is 0.346. The peptide sequence is MPNMLRIMA. The MHC is Mamu-A2201 with pseudo-sequence Mamu-A2201. (4) The peptide sequence is YMVVDGSVM. The MHC is HLA-A32:01 with pseudo-sequence HLA-A32:01. The binding affinity (normalized) is 0. (5) The peptide sequence is IVTDSQYAL. The MHC is HLA-B18:01 with pseudo-sequence HLA-B18:01. The binding affinity (normalized) is 0. (6) The binding affinity (normalized) is 0.0847. The MHC is HLA-A30:01 with pseudo-sequence HLA-A30:01. The peptide sequence is IFLKPEETF. (7) The peptide sequence is IPIPSSWAF. The MHC is Patr-A0701 with pseudo-sequence Patr-A0701. The binding affinity (normalized) is 0.